Dataset: Forward reaction prediction with 1.9M reactions from USPTO patents (1976-2016). Task: Predict the product of the given reaction. (1) Given the reactants [C:1]([C:5]1[N:10]=[C:9]([O:11][C:12]2[C:17]([CH3:18])=[CH:16][C:15]([CH3:19])=[CH:14][C:13]=2[CH3:20])[C:8]([C:21]([NH:23][S:24]([C:27]2[CH:32]=[CH:31][CH:30]=[C:29](F)[N:28]=2)(=[O:26])=[O:25])=[O:22])=[CH:7][CH:6]=1)([CH3:4])([CH3:3])[CH3:2].[OH-].[NH4+:35], predict the reaction product. The product is: [NH2:35][C:29]1[N:28]=[C:27]([S:24]([NH:23][C:21]([C:8]2[C:9]([O:11][C:12]3[C:13]([CH3:20])=[CH:14][C:15]([CH3:19])=[CH:16][C:17]=3[CH3:18])=[N:10][C:5]([C:1]([CH3:4])([CH3:3])[CH3:2])=[CH:6][CH:7]=2)=[O:22])(=[O:25])=[O:26])[CH:32]=[CH:31][CH:30]=1. (2) Given the reactants [Cl:1][C:2]1[N:7]=[N:6][C:5]([NH:8][NH2:9])=[CH:4][C:3]=1[C:10]1[CH:15]=[CH:14][C:13]([Cl:16])=[CH:12][CH:11]=1.[C:17](N1C=CN=C1)(N1C=CN=C1)=[O:18].ClC1C=CC=CC=1C1C(C2C=CC(Cl)=CC=2)=CC2N(C(=O)NN=2)N=1, predict the reaction product. The product is: [Cl:1][C:2]1[C:3]([C:10]2[CH:11]=[CH:12][C:13]([Cl:16])=[CH:14][CH:15]=2)=[CH:4][C:5]2[N:6]([C:17](=[O:18])[NH:9][N:8]=2)[N:7]=1. (3) Given the reactants O1CCOCC1.[NH2:7][CH:8]([CH3:20])[CH2:9][C:10]1[C:18]2[C:13](=[CH:14][CH:15]=[C:16]([OH:19])[CH:17]=2)[NH:12][N:11]=1.[CH:21]1[C:33]2[CH:32]([CH2:34][O:35][C:36](Cl)=[O:37])[C:31]3[C:26](=[CH:27][CH:28]=[CH:29][CH:30]=3)[C:25]=2[CH:24]=[CH:23][CH:22]=1.C(=O)(O)[O-].[Na+], predict the reaction product. The product is: [CH:21]1[C:33]2[CH:32]([CH2:34][O:35][C:36]([NH:7][CH:8]([CH3:20])[CH2:9][C:10]3[C:18]4[C:13](=[CH:14][CH:15]=[C:16]([OH:19])[CH:17]=4)[NH:12][N:11]=3)=[O:37])[C:31]3[C:26](=[CH:27][CH:28]=[CH:29][CH:30]=3)[C:25]=2[CH:24]=[CH:23][CH:22]=1. (4) The product is: [Cl:1][C:2]1[CH:3]=[CH:4][C:5]([O:23][CH3:24])=[C:6]([CH:22]=1)[C:7]([NH:9][CH2:10][CH2:11][CH:12]1[CH2:17][CH2:16][N:15]([S:18]([NH:21][C:33]([NH:32][CH3:31])=[S:34])(=[O:20])=[O:19])[CH2:14][CH2:13]1)=[O:8]. Given the reactants [Cl:1][C:2]1[CH:3]=[CH:4][C:5]([O:23][CH3:24])=[C:6]([CH:22]=1)[C:7]([NH:9][CH2:10][CH2:11][CH:12]1[CH2:17][CH2:16][N:15]([S:18]([NH2:21])(=[O:20])=[O:19])[CH2:14][CH2:13]1)=[O:8].C(=O)([O-])[O-].[Cs+].[Cs+].[CH3:31][N:32]=[C:33]=[S:34], predict the reaction product. (5) Given the reactants Br[C:2]1[CH:3]=[CH:4][C:5]2[O:9][C:8]([C:10]([O:12][CH3:13])=[O:11])=[C:7]([CH3:14])[C:6]=2[CH:15]=1.[CH3:16][O:17][CH2:18][CH2:19][NH:20][CH3:21].C(=O)([O-])[O-].[Cs+].[Cs+].CC1(C)C2C=CC=C(P(C3C=CC=CC=3)C3C=CC=CC=3)C=2OC2C1=CC=CC=2P(C1C=CC=CC=1)C1C=CC=CC=1, predict the reaction product. The product is: [CH3:16][O:17][CH2:18][CH2:19][N:20]([CH3:21])[C:2]1[CH:3]=[CH:4][C:5]2[O:9][C:8]([C:10]([O:12][CH3:13])=[O:11])=[C:7]([CH3:14])[C:6]=2[CH:15]=1. (6) Given the reactants [NH2:1][C:2]1[CH:11]=[C:10]2[C:5]([CH2:6][CH2:7][CH:8]([C:12]([O:14][CH3:15])=[O:13])[CH2:9]2)=[CH:4][CH:3]=1.Cl.[N:17]1[CH:22]=[CH:21][CH:20]=[C:19]([CH:23]=O)[CH:18]=1.[BH4-].[Na+], predict the reaction product. The product is: [N:17]1[CH:22]=[CH:21][CH:20]=[C:19]([CH2:23][NH:1][C:2]2[CH:11]=[C:10]3[C:5]([CH2:6][CH2:7][CH:8]([C:12]([O:14][CH3:15])=[O:13])[CH2:9]3)=[CH:4][CH:3]=2)[CH:18]=1.